From a dataset of Full USPTO retrosynthesis dataset with 1.9M reactions from patents (1976-2016). Predict the reactants needed to synthesize the given product. (1) Given the product [CH3:45][C:38]1([CH3:46])[C:36]2[CH:37]=[C:24]([C:16]3[CH:17]=[CH:18][C:19]4[N:7]([C:1]5[CH:6]=[CH:5][CH:4]=[CH:3][CH:2]=5)[C:8]5[C:13]([C:14]=4[CH:15]=3)=[CH:12][CH:11]=[CH:10][CH:9]=5)[CH:25]=[C:26]3[C:27]([CH3:47])([CH3:48])[C:28]4[CH:29]=[CH:30][CH:31]=[CH:32][C:33]=4[N:34]([C:35]=23)[C:44]2[CH:43]=[CH:42][CH:41]=[CH:40][C:39]1=2, predict the reactants needed to synthesize it. The reactants are: [C:1]1([N:7]2[C:19]3[CH:18]=[CH:17][C:16](B(O)O)=[CH:15][C:14]=3[C:13]3[C:8]2=[CH:9][CH:10]=[CH:11][CH:12]=3)[CH:6]=[CH:5][CH:4]=[CH:3][CH:2]=1.Br[C:24]1[CH:25]=[C:26]2[C:35]3=[C:36]([C:38]([CH3:46])([CH3:45])[C:39]4[CH:40]=[CH:41][CH:42]=[CH:43][C:44]=4[N:34]3[C:33]3[CH:32]=[CH:31][CH:30]=[CH:29][C:28]=3[C:27]2([CH3:48])[CH3:47])[CH:37]=1.O.P([O-])([O-])([O-])=O.[K+].[K+].[K+].N#N. (2) Given the product [I:1][CH2:4][C:5]1[CH:6]=[CH:7][C:8]([O:11][CH2:12][CH2:13][C:14]2[N:15]=[C:16]([C:20]3[CH:25]=[CH:24][CH:23]=[CH:22][CH:21]=3)[O:17][C:18]=2[CH3:19])=[N:9][CH:10]=1, predict the reactants needed to synthesize it. The reactants are: [I-:1].[Na+].Cl[CH2:4][C:5]1[CH:6]=[CH:7][C:8]([O:11][CH2:12][CH2:13][C:14]2[N:15]=[C:16]([C:20]3[CH:25]=[CH:24][CH:23]=[CH:22][CH:21]=3)[O:17][C:18]=2[CH3:19])=[N:9][CH:10]=1. (3) Given the product [F:1][C:2]([F:15])([F:14])[S:3]([N:18]1[CH:19]=[CH:21][CH:24]=[C:22]1[CH:23]=[O:26])(=[O:5])=[O:4], predict the reactants needed to synthesize it. The reactants are: [F:1][C:2]([F:15])([F:14])[S:3](O[S:3]([C:2]([F:15])([F:14])[F:1])(=[O:5])=[O:4])(=[O:5])=[O:4].CC[N:18]([CH:22]([CH3:24])[CH3:23])[CH:19]([CH3:21])C.C([O-])(O)=[O:26].[Na+]. (4) Given the product [Br:21][CH2:17][C:16]([C:12]1[CH:11]=[C:10]([C:5]2[CH:6]=[CH:7][CH:8]=[CH:9][C:4]=2[O:3][C:2]([F:19])([F:20])[F:1])[CH:15]=[CH:14][CH:13]=1)=[O:18], predict the reactants needed to synthesize it. The reactants are: [F:1][C:2]([F:20])([F:19])[O:3][C:4]1[CH:9]=[CH:8][CH:7]=[CH:6][C:5]=1[C:10]1[CH:15]=[CH:14][CH:13]=[C:12]([C:16](=[O:18])[CH3:17])[CH:11]=1.[Br:21]Br. (5) Given the product [CH3:32][O:52][C:51]([C:49]1[S:50][C:46]([NH:45][C:28]([C@H:9]2[C@H:8]([C:4]3[CH:5]=[CH:6][CH:7]=[C:2]([Cl:1])[C:3]=3[F:31])[C@:12]([C:15]3[CH:20]=[CH:19][C:18]([Cl:21])=[CH:17][C:16]=3[F:22])([C:13]#[N:14])[C@H:11]([CH2:23][C:24]([CH3:26])([CH3:27])[CH3:25])[NH:10]2)=[O:30])=[CH:47][CH:48]=1)=[O:53], predict the reactants needed to synthesize it. The reactants are: [Cl:1][C:2]1[C:3]([F:31])=[C:4]([CH:8]2[C:12]([C:15]3[CH:20]=[CH:19][C:18]([Cl:21])=[CH:17][C:16]=3[F:22])([C:13]#[N:14])[CH:11]([CH2:23][C:24]([CH3:27])([CH3:26])[CH3:25])[NH:10][CH:9]2[C:28]([OH:30])=O)[CH:5]=[CH:6][CH:7]=1.[C:32](Cl)(=O)C(Cl)=O.C(N(CC)CC)C.[NH2:45][C:46]1[S:50][C:49]([C:51]([O-:53])=[O:52])=[CH:48][CH:47]=1. (6) Given the product [F:19][C:16]1[CH:15]=[CH:14][C:13]([C@H:10]2[CH2:11][CH2:12][NH:8][CH2:9]2)=[CH:18][CH:17]=1, predict the reactants needed to synthesize it. The reactants are: C(OC([N:8]1[CH2:12][CH2:11][C@H:10]([C:13]2[CH:18]=[CH:17][C:16]([F:19])=[CH:15][CH:14]=2)[CH2:9]1)=O)(C)(C)C.Cl. (7) The reactants are: F[C:2]1[CH:3]=[CH:4][C:5]([N+:14]([O-:16])=[O:15])=[C:6]([CH2:8][C:9]([O:11][CH2:12][CH3:13])=[O:10])[CH:7]=1.[CH2:17]([O-:19])[CH3:18].[Na+].O. Given the product [CH2:17]([O:19][C:2]1[CH:3]=[CH:4][C:5]([N+:14]([O-:16])=[O:15])=[C:6]([CH2:8][C:9]([O:11][CH2:12][CH3:13])=[O:10])[CH:7]=1)[CH3:18], predict the reactants needed to synthesize it. (8) The reactants are: [Cl:1][C:2]1[CH:3]=[C:4]([C:8](=[N:10][OH:11])[NH2:9])[CH:5]=[CH:6][CH:7]=1.[Cl:12][CH:13]([CH3:17])[C:14](Cl)=O. Given the product [Cl:12][CH:13]([C:17]1[O:11][N:10]=[C:8]([C:4]2[CH:5]=[CH:6][CH:7]=[C:2]([Cl:1])[CH:3]=2)[N:9]=1)[CH3:14], predict the reactants needed to synthesize it. (9) Given the product [F:1][C:2]1[CH:26]=[C:25]([F:27])[CH:24]=[CH:23][C:3]=1[CH2:4][C@H:5]([CH2:21][CH3:22])[CH2:6][OH:7], predict the reactants needed to synthesize it. The reactants are: [F:1][C:2]1[CH:26]=[C:25]([F:27])[CH:24]=[CH:23][C:3]=1[CH2:4][C@H:5]([CH2:21][CH3:22])[C:6](N1[C@H](C)[C@H](C2C=CC=CC=2)OC1=O)=[O:7].C1COCC1.[BH4-].[Na+].